This data is from Forward reaction prediction with 1.9M reactions from USPTO patents (1976-2016). The task is: Predict the product of the given reaction. (1) Given the reactants CC[CH2:3][CH2:4][CH2:5][CH2:6][CH2:7][CH2:8][CH2:9][CH2:10][CH2:11][CH2:12][CH2:13][CH2:14][CH2:15][CH2:16][CH2:17][C:18]([OH:20])=[O:19].CCCCCCCC/C=C\CCCCCCCC(O)=O, predict the reaction product. The product is: [CH3:3][CH2:4][CH2:5][CH2:6][CH2:7][CH2:8][CH2:9][CH2:10][CH2:11][CH2:12][CH2:13][CH2:14][CH2:15][CH2:16][CH2:17][C:18]([OH:20])=[O:19]. (2) Given the reactants Br[CH2:2][C:3]([O:5][CH3:6])=[O:4].[CH3:7][O:8][CH2:9][C@@H:10]1[CH2:14][CH2:13][CH2:12][NH:11]1.C(=O)([O-])[O-].[K+].[K+].[I-].[Na+], predict the reaction product. The product is: [CH3:6][O:5][C:3](=[O:4])[CH2:2][N:11]1[CH2:12][CH2:13][CH2:14][C@H:10]1[CH2:9][O:8][CH3:7]. (3) Given the reactants [C:1]([C:3]1([NH:13][C:14](=[O:23])[O:15][CH2:16][C:17]2[CH:22]=[CH:21][CH:20]=[CH:19][CH:18]=2)[CH2:12][CH2:11][C:6]2([O:10][CH2:9][CH2:8][O:7]2)[CH2:5][CH2:4]1)#[N:2].[NH2:24][OH:25].[C:26]([C:33]([O:35][CH2:36][CH3:37])=[O:34])#[C:27][C:28]([O:30][CH2:31][CH3:32])=[O:29], predict the reaction product. The product is: [CH2:16]([O:15][C:14]([NH:13][C:3]1([C:1]2[NH:24][O:25][C:27]([CH2:26][C:33]([O:35][CH2:36][CH3:37])=[O:34])([C:28]([O:30][CH2:31][CH3:32])=[O:29])[N:2]=2)[CH2:12][CH2:11][C:6]2([O:10][CH2:9][CH2:8][O:7]2)[CH2:5][CH2:4]1)=[O:23])[C:17]1[CH:22]=[CH:21][CH:20]=[CH:19][CH:18]=1. (4) Given the reactants Cl.[N:2]1[CH:7]=[CH:6][CH:5]=[C:4]([CH2:8][C:9]([OH:11])=O)[CH:3]=1.[NH2:12][C@@H:13]([CH2:31][O:32][CH2:33][C:34]1[CH:39]=[CH:38][CH:37]=[CH:36][CH:35]=1)[C:14]([NH:16][C:17]1[CH:22]=[CH:21][C:20]([O:23][C:24]2[CH:29]=[CH:28][C:27]([F:30])=[CH:26][CH:25]=2)=[CH:19][CH:18]=1)=[O:15], predict the reaction product. The product is: [CH2:33]([O:32][CH2:31][C@H:13]([NH:12][C:9](=[O:11])[CH2:8][C:4]1[CH:3]=[N:2][CH:7]=[CH:6][CH:5]=1)[C:14]([NH:16][C:17]1[CH:22]=[CH:21][C:20]([O:23][C:24]2[CH:29]=[CH:28][C:27]([F:30])=[CH:26][CH:25]=2)=[CH:19][CH:18]=1)=[O:15])[C:34]1[CH:39]=[CH:38][CH:37]=[CH:36][CH:35]=1. (5) Given the reactants [F:1][CH:2]([F:33])[N:3]1[C:8](=[O:9])[CH:7]=[CH:6][C:5]([N:10]2[CH:14]=[C:13]([F:15])[C:12]([N:16]3[CH2:21][CH2:20][O:19][C@@:18]([C@@H:23]([OH:31])[C:24]([O:26]C(C)(C)C)=[O:25])([CH3:22])[C:17]3=[O:32])=[N:11]2)=[CH:4]1.FC(F)N1C(=O)C=CC(N2C=CC(N3CCO[C@@](C(O)C(OC(C)(C)C)=O)(C)C3=O)=N2)=C1, predict the reaction product. The product is: [F:33][CH:2]([F:1])[N:3]1[C:8](=[O:9])[CH:7]=[CH:6][C:5]([N:10]2[CH:14]=[C:13]([F:15])[C:12]([N:16]3[CH2:21][CH2:20][O:19][C@@:18]([C@@H:23]([OH:31])[C:24]([OH:26])=[O:25])([CH3:22])[C:17]3=[O:32])=[N:11]2)=[CH:4]1. (6) Given the reactants Cl[CH2:2][C:3]1[CH:8]=[CH:7][C:6]([F:9])=[C:5]([O:10][CH3:11])[CH:4]=1.BrCC1CCCCO1.[NH:20]1[C:28]2[C:23](=[CH:24][CH:25]=[CH:26][CH:27]=2)[C:22]2([C:40]3[C:31](=[CH:32][C:33]4[O:38][CH2:37][CH2:36][O:35][C:34]=4[CH:39]=3)[O:30][CH2:29]2)[C:21]1=[O:41], predict the reaction product. The product is: [F:9][C:6]1[CH:7]=[CH:8][C:3]([CH2:2][N:20]2[C:28]3[C:23](=[CH:24][CH:25]=[CH:26][CH:27]=3)[C:22]3([C:40]4[C:31](=[CH:32][C:33]5[O:38][CH2:37][CH2:36][O:35][C:34]=5[CH:39]=4)[O:30][CH2:29]3)[C:21]2=[O:41])=[CH:4][C:5]=1[O:10][CH3:11]. (7) The product is: [Br:1][C:2]1[CH:3]=[C:4]([F:9])[C:5]([CH:11]([C:12]([O:14][CH2:15][CH3:16])=[O:13])[C:10]([O:18][C:19]([CH3:22])([CH3:20])[CH3:21])=[O:17])=[N:6][CH:7]=1. Given the reactants [Br:1][C:2]1[CH:3]=[C:4]([F:9])[C:5](F)=[N:6][CH:7]=1.[C:10]([O:18][C:19]([CH3:22])([CH3:21])[CH3:20])(=[O:17])[CH2:11][C:12]([O:14][CH2:15][CH3:16])=[O:13].C([O-])([O-])=O.[Cs+].[Cs+], predict the reaction product. (8) Given the reactants O=[C:2]1[CH2:5][CH:4]([C:6]([OH:8])=[O:7])[CH2:3]1.C1(P(=[CH:28][C:29]([O:31][C:32]([CH3:35])([CH3:34])[CH3:33])=[O:30])(C2C=CC=CC=2)C2C=CC=CC=2)C=CC=CC=1, predict the reaction product. The product is: [C:32]([O:31][C:29](=[O:30])[CH:28]=[C:2]1[CH2:5][CH:4]([C:6]([OH:8])=[O:7])[CH2:3]1)([CH3:35])([CH3:34])[CH3:33]. (9) Given the reactants C(OC(=O)N)(C)(C)C.Cl.Cl.[NH2:11][CH2:12][CH2:13][NH:14][C:15]([N:17]1[C:22]2[CH:23]=[CH:24][C:25]([S:27]([C:30]3[CH:35]=[CH:34][CH:33]=[CH:32][CH:31]=3)(=[O:29])=[O:28])=[CH:26][C:21]=2[O:20][CH2:19][CH2:18]1)=[O:16], predict the reaction product. The product is: [NH2:11][CH2:12][CH2:13][NH:14][C:15]([N:17]1[C:22]2[CH:23]=[CH:24][C:25]([S:27]([C:30]3[CH:31]=[CH:32][CH:33]=[CH:34][CH:35]=3)(=[O:28])=[O:29])=[CH:26][C:21]=2[O:20][CH2:19][CH2:18]1)=[O:16]. (10) Given the reactants [CH3:1][O:2][C:3]1[CH:4]=[C:5]2[C:10](=[CH:11][C:12]=1[O:13][CH3:14])[N:9]=[CH:8][N:7]=[C:6]2[O:15][C:16]1[CH:22]=[CH:21][C:19]([NH2:20])=[C:18]([N+:23]([O-:25])=[O:24])[CH:17]=1.Cl[C:27](Cl)([O:29]C(=O)OC(Cl)(Cl)Cl)Cl.[CH3:38][CH2:39][CH:40]([OH:44])[CH2:41][C:42]#[CH:43].C(=O)(O)[O-].[Na+], predict the reaction product. The product is: [CH3:1][O:2][C:3]1[CH:4]=[C:5]2[C:10](=[CH:11][C:12]=1[O:13][CH3:14])[N:9]=[CH:8][N:7]=[C:6]2[O:15][C:16]1[CH:22]=[CH:21][C:19]([NH:20][C:27](=[O:29])[O:44][CH:40]([CH2:39][CH3:38])[CH2:41][C:42]#[CH:43])=[C:18]([N+:23]([O-:25])=[O:24])[CH:17]=1.